Task: Predict the product of the given reaction.. Dataset: Forward reaction prediction with 1.9M reactions from USPTO patents (1976-2016) (1) Given the reactants [C:1]([C:5]1[C:6]([O:35][CH3:36])=[C:7]([CH:24]=[C:25]([N:27]2[CH:32]=[CH:31][C:30](=[O:33])[NH:29][C:28]2=[O:34])[CH:26]=1)/[CH:8]=[CH:9]/[C:10]1[CH:18]=[CH:17][C:16]([NH:19][S:20]([CH3:23])(=[O:22])=[O:21])=[CH:15][C:11]=1C(O)=O)([CH3:4])([CH3:3])[CH3:2].C1(P(N=[N+]=[N-])(C2C=CC=CC=2)=[O:44])C=CC=CC=1.C([N:56]([CH2:59]C)CC)C.[C:61]([OH:65])([CH3:64])([CH3:63])[CH3:62], predict the reaction product. The product is: [C:1]([C:5]1[C:6]([O:35][CH3:36])=[C:7]([CH:24]=[C:25]([N:27]2[CH:32]=[CH:31][C:30](=[O:33])[NH:29][C:28]2=[O:34])[CH:26]=1)/[CH:8]=[CH:9]/[C:10]1[CH:18]=[CH:17][C:16]([NH:19][S:20]([CH3:23])(=[O:22])=[O:21])=[CH:15][C:11]=1[NH:56][C:59](=[O:44])[O:65][C:61]([CH3:64])([CH3:63])[CH3:62])([CH3:3])([CH3:4])[CH3:2]. (2) Given the reactants [C:1]([O:5][C:6]([N:8]1[CH2:12][CH:11]([C:13]2[CH:18]=[CH:17][CH:16]=[CH:15][CH:14]=2)[CH2:10][C@H:9]1[C:19]#[N:20])=[O:7])([CH3:4])([CH3:3])[CH3:2].[NH2:21][OH:22], predict the reaction product. The product is: [OH:22][N:21]=[C:19]([C@@H:9]1[CH2:10][C@H:11]([C:13]2[CH:14]=[CH:15][CH:16]=[CH:17][CH:18]=2)[CH2:12][N:8]1[C:6]([O:5][C:1]([CH3:4])([CH3:3])[CH3:2])=[O:7])[NH2:20]. (3) Given the reactants [CH3:1][O:2][C:3]1[CH:8]=[CH:7][C:6]([C:9]2[N:14]3[N:15]=[C:16]([NH:18][C:19]4[CH:39]=[CH:38][C:22]([O:23][CH2:24][CH2:25][CH2:26][N:27]5C(=O)C6C(=CC=CC=6)C5=O)=[CH:21][CH:20]=4)[N:17]=[C:13]3[CH:12]=[CH:11][CH:10]=2)=[CH:5][CH:4]=1.O.NN, predict the reaction product. The product is: [NH2:27][CH2:26][CH2:25][CH2:24][O:23][C:22]1[CH:21]=[CH:20][C:19]([NH:18][C:16]2[N:17]=[C:13]3[CH:12]=[CH:11][CH:10]=[C:9]([C:6]4[CH:5]=[CH:4][C:3]([O:2][CH3:1])=[CH:8][CH:7]=4)[N:14]3[N:15]=2)=[CH:39][CH:38]=1. (4) Given the reactants C([O:5][C:6](=[O:19])[CH2:7][O:8][C:9]1[CH:14]=[CH:13][C:12]([C:15]#[N:16])=[CH:11][C:10]=1[C:17]#[CH:18])(C)(C)C.Br[C:21]1[CH:22]=[C:23]([S:28]([CH2:31][CH2:32][OH:33])(=[O:30])=[O:29])[CH:24]=[CH:25][C:26]=1[CH3:27], predict the reaction product. The product is: [C:15]([C:12]1[CH:13]=[CH:14][C:9]([O:8][CH2:7][C:6]([OH:5])=[O:19])=[C:10]([C:17]#[C:18][C:21]2[CH:22]=[C:23]([S:28]([CH2:31][CH2:32][OH:33])(=[O:30])=[O:29])[CH:24]=[CH:25][C:26]=2[CH3:27])[CH:11]=1)#[N:16]. (5) Given the reactants [OH-].[Na+].C([O:5][C:6]([C:8]1[C:12]([CH3:13])=[C:11]([Si:14]([CH3:17])([CH3:16])[CH3:15])[NH:10][N:9]=1)=[O:7])C.Cl, predict the reaction product. The product is: [CH3:13][C:12]1[C:8]([C:6]([OH:7])=[O:5])=[N:9][NH:10][C:11]=1[Si:14]([CH3:15])([CH3:16])[CH3:17]. (6) Given the reactants [CH:1]1[C:6]([CH:7]=[O:8])=[CH:5][C:4]2[O:9][CH2:10][O:11][C:3]=2[CH:2]=1.[CH2:12]1[O:20][C:19]2[C:14](=[CH:15][CH:16]=[C-:17][CH:18]=2)[O:13]1.[Mg+2].[Br-], predict the reaction product. The product is: [CH2:10]1[O:11][C:3]2[CH:2]=[CH:1][C:6]([CH:7]([C:17]3[CH:16]=[CH:15][C:14]4[O:13][CH2:12][O:20][C:19]=4[CH:18]=3)[OH:8])=[CH:5][C:4]=2[O:9]1. (7) Given the reactants [S:1]1[C:5]2[CH:6]=[CH:7][CH:8]=[CH:9][C:4]=2[CH:3]=[C:2]1[CH:10]=[N:11][S:12]([C:15]1[CH:25]=[CH:24][C:18]2[O:19][CH2:20][CH2:21][CH2:22][O:23][C:17]=2[CH:16]=1)(=[O:14])=[O:13].O1CCCC1.Br[Mg][C:33]1[CH:38]=[CH:37][CH:36]=[CH:35][C:34]=1[CH2:39][CH3:40], predict the reaction product. The product is: [S:1]1[C:5]2[CH:6]=[CH:7][CH:8]=[CH:9][C:4]=2[CH:3]=[C:2]1[CH:10]([C:33]1[CH:38]=[CH:37][CH:36]=[CH:35][C:34]=1[CH2:39][CH3:40])[NH:11][S:12]([C:15]1[CH:25]=[CH:24][C:18]2[O:19][CH2:20][CH2:21][CH2:22][O:23][C:17]=2[CH:16]=1)(=[O:13])=[O:14]. (8) Given the reactants C([Si](C)(C)[N:6]1[C:10]2=[N:11][CH:12]=[C:13]([S:15][CH2:16][CH3:17])[CH:14]=[C:9]2[CH:8]=[CH:7]1)(C)(C)C.[F-].C([N+](CCCC)(CCCC)CCCC)CCC.O1CCCC1, predict the reaction product. The product is: [CH2:16]([S:15][C:13]1[CH:14]=[C:9]2[CH:8]=[CH:7][NH:6][C:10]2=[N:11][CH:12]=1)[CH3:17].